Task: Predict which catalyst facilitates the given reaction.. Dataset: Catalyst prediction with 721,799 reactions and 888 catalyst types from USPTO Reactant: [F:1][C:2]1[CH:3]=[C:4]([C:20]2[C:21]([C:26]#[N:27])=[CH:22][CH:23]=[CH:24][CH:25]=2)[CH:5]=[CH:6][C:7]=1[CH2:8][C:9]1[C:14](=[O:15])[NH:13][C:12]([CH3:16])=[N:11][C:10]=1[CH2:17][CH2:18][CH3:19].[CH:28]([O:31][C:32]1[CH:37]=[CH:36][C:35](B(O)O)=[CH:34][CH:33]=1)([CH3:30])[CH3:29].N1C=CC=CC=1.C(N(CC)CC)C. Product: [F:1][C:2]1[CH:3]=[C:4]([C:20]2[C:21]([C:26]#[N:27])=[CH:22][CH:23]=[CH:24][CH:25]=2)[CH:5]=[CH:6][C:7]=1[CH2:8][C:9]1[C:14](=[O:15])[N:13]([C:35]2[CH:36]=[CH:37][C:32]([O:31][CH:28]([CH3:30])[CH3:29])=[CH:33][CH:34]=2)[C:12]([CH3:16])=[N:11][C:10]=1[CH2:17][CH2:18][CH3:19]. The catalyst class is: 651.